This data is from Forward reaction prediction with 1.9M reactions from USPTO patents (1976-2016). The task is: Predict the product of the given reaction. Given the reactants Cl[S:2]([N:5]=[C:6]=[O:7])(=[O:4])=[O:3].[C:8]([OH:12])([CH3:11])([CH3:10])[CH3:9].[CH2:13]1[N:18]2[CH2:19][CH2:20][N:15]([CH2:16][CH2:17]2)[CH2:14]1, predict the reaction product. The product is: [N+:15]12([S:2]([N-:5][C:6]([O:12][C:8]([CH3:11])([CH3:10])[CH3:9])=[O:7])(=[O:4])=[O:3])[CH2:20][CH2:19][N:18]([CH2:17][CH2:16]1)[CH2:13][CH2:14]2.[N:15]12[CH2:20][CH2:19][N:18]([CH2:17][CH2:16]1)[CH2:13][CH2:14]2.